Dataset: Forward reaction prediction with 1.9M reactions from USPTO patents (1976-2016). Task: Predict the product of the given reaction. (1) Given the reactants [CH3:1][NH:2][C:3]1[CH:27]=[CH:26][C:6]([O:7][C:8]2[CH:13]=[CH:12][N:11]=[C:10]([NH:14][C:15]([NH:17][CH2:18][CH2:19][N:20]3[CH2:25][CH2:24][O:23][CH2:22][CH2:21]3)=[O:16])[CH:9]=2)=[CH:5][C:4]=1[N+:28]([O-])=O, predict the reaction product. The product is: [NH2:28][C:4]1[CH:5]=[C:6]([CH:26]=[CH:27][C:3]=1[NH:2][CH3:1])[O:7][C:8]1[CH:13]=[CH:12][N:11]=[C:10]([NH:14][C:15]([NH:17][CH2:18][CH2:19][N:20]2[CH2:25][CH2:24][O:23][CH2:22][CH2:21]2)=[O:16])[CH:9]=1. (2) Given the reactants C(N(CC)CC)C.[C:8]([OH:16])(=O)[C:9]1[CH:14]=[CH:13][CH:12]=[N:11][CH:10]=1.Cl.[CH3:18][NH:19][O:20][CH3:21].ON1C2C=CC=CC=2N=N1.Cl.CNC(N=C=NCC)CCNC, predict the reaction product. The product is: [CH3:21][O:20][N:19]([CH3:18])[C:8](=[O:16])[C:9]1[CH:14]=[CH:13][CH:12]=[N:11][CH:10]=1. (3) Given the reactants C([O:4][CH2:5][C@H:6]([N:13]([CH2:24][C:25]1[CH:34]=[CH:33][C:28]([C:29]([O:31]C)=O)=[CH:27][CH:26]=1)[S:14]([C:17]1[CH:22]=[CH:21][C:20]([Cl:23])=[CH:19][CH:18]=1)(=[O:16])=[O:15])[C:7]1[CH:12]=[CH:11][CH:10]=[CH:9][CH:8]=1)(=O)C, predict the reaction product. The product is: [Cl:23][C:20]1[CH:19]=[CH:18][C:17]([S:14]([N:13]([CH2:24][C:25]2[CH:34]=[CH:33][C:28]([C:29]([NH:13][CH2:6][CH2:5][OH:4])=[O:31])=[CH:27][CH:26]=2)[C@H:6]([C:7]2[CH:12]=[CH:11][CH:10]=[CH:9][CH:8]=2)[CH2:5][OH:4])(=[O:16])=[O:15])=[CH:22][CH:21]=1. (4) Given the reactants [CH3:1][S:2]([C:5]1[CH:10]=[CH:9][CH:8]=[CH:7][C:6]=1[C:11]1[CH:16]=[CH:15][C:14]([N:17]2[C:25](=[O:26])[C:24]3[N:23]([C:27]4[CH:28]=[C:29]([CH:32]=[CH:33][CH:34]=4)[C:30]#[N:31])[CH:22]=[N:21][C:20]=3[N:19]([CH2:35][CH2:36][CH3:37])[C:18]2=[O:38])=[CH:13][CH:12]=1)(=[O:4])=[O:3].Cl, predict the reaction product. The product is: [NH2:31][CH2:30][C:29]1[CH:28]=[C:27]([N:23]2[C:24]3[C:25](=[O:26])[N:17]([C:14]4[CH:13]=[CH:12][C:11]([C:6]5[CH:7]=[CH:8][CH:9]=[CH:10][C:5]=5[S:2]([CH3:1])(=[O:4])=[O:3])=[CH:16][CH:15]=4)[C:18](=[O:38])[N:19]([CH2:35][CH2:36][CH3:37])[C:20]=3[N:21]=[CH:22]2)[CH:34]=[CH:33][CH:32]=1. (5) The product is: [CH:1]1(/[CH:6]=[CH:7]/[C@@H:8]([OH:9])[C@H:10]([OH:14])[C@@H:11]([OH:18])[C@@H:12]([O:16][CH3:17])[C:13]([NH:20][C@@H:21]2[C:27](=[O:28])[NH:26][C:25]3[CH:29]=[CH:30][CH:31]=[C:32]([C:33]4[CH:34]=[CH:35][CH:36]=[CH:37][CH:38]=4)[C:24]=3[O:23][CH2:22]2)=[O:15])[CH2:5][CH2:4][CH2:3][CH2:2]1. Given the reactants [CH:1]1(/[CH:6]=[CH:7]/[C@H:8]([C@@H:10]2[O:14][C:13](=[O:15])[C@H:12]([O:16][CH3:17])[C@@H:11]2[OH:18])[OH:9])[CH2:5][CH2:4][CH2:3][CH2:2]1.Cl.[NH2:20][C@@H:21]1[C:27](=[O:28])[NH:26][C:25]2[CH:29]=[CH:30][CH:31]=[C:32]([C:33]3[CH:38]=[CH:37][CH:36]=[CH:35][CH:34]=3)[C:24]=2[O:23][CH2:22]1.C(C(CCCC)C([O-])=O)C.[Na+], predict the reaction product. (6) Given the reactants CN(C(ON1N=NC2C=CC=NC1=2)=[N+](C)C)C.F[P-](F)(F)(F)(F)F.[CH3:25][O:26][C:27]1[CH:42]=[CH:41][CH:40]=[CH:39][C:28]=1[O:29][CH:30]1[CH2:35][CH2:34][CH:33]([C:36]([OH:38])=O)[CH2:32][CH2:31]1.Cl.[CH2:44]([NH:51][CH2:52][C:53]1[CH:62]=[CH:61][C:56]([C:57]([O:59][CH3:60])=[O:58])=[CH:55][CH:54]=1)[C:45]1[CH:50]=[CH:49][CH:48]=[CH:47][CH:46]=1, predict the reaction product. The product is: [CH2:44]([N:51]([CH2:52][C:53]1[CH:54]=[CH:55][C:56]([C:57]([O:59][CH3:60])=[O:58])=[CH:61][CH:62]=1)[C:36]([C@H:33]1[CH2:32][CH2:31][C@H:30]([O:29][C:28]2[CH:39]=[CH:40][CH:41]=[CH:42][C:27]=2[O:26][CH3:25])[CH2:35][CH2:34]1)=[O:38])[C:45]1[CH:46]=[CH:47][CH:48]=[CH:49][CH:50]=1. (7) Given the reactants FC(F)(F)S(O[C:7]1[C:8]2[S:21](=[O:23])(=[O:22])[CH2:20][CH2:19][CH2:18][C:9]=2[N:10]=[C:11]([CH:13]2[CH2:17][CH2:16][CH2:15][CH2:14]2)[N:12]=1)(=O)=O.[NH2:26][C:27]1[CH:32]=[CH:31][C:30]([CH2:33][C:34]([NH2:36])=[O:35])=[CH:29][CH:28]=1, predict the reaction product. The product is: [CH:13]1([C:11]2[N:12]=[C:7]([NH:26][C:27]3[CH:28]=[CH:29][C:30]([CH2:33][C:34]([NH2:36])=[O:35])=[CH:31][CH:32]=3)[C:8]3[S:21](=[O:23])(=[O:22])[CH2:20][CH2:19][CH2:18][C:9]=3[N:10]=2)[CH2:17][CH2:16][CH2:15][CH2:14]1.